Dataset: TCR-epitope binding with 47,182 pairs between 192 epitopes and 23,139 TCRs. Task: Binary Classification. Given a T-cell receptor sequence (or CDR3 region) and an epitope sequence, predict whether binding occurs between them. (1) The epitope is AVFDRKSDAK. The TCR CDR3 sequence is CASSFDRGEKLFF. Result: 0 (the TCR does not bind to the epitope). (2) The epitope is LLQTGIHVRVSQPSL. The TCR CDR3 sequence is CASSLISGPPYEQYF. Result: 0 (the TCR does not bind to the epitope). (3) Result: 1 (the TCR binds to the epitope). The epitope is FLNGSCGSV. The TCR CDR3 sequence is CATSGGGYEQYF. (4) The epitope is SLFNTVATLY. The TCR CDR3 sequence is CATSTGRGQLYGYTF. Result: 0 (the TCR does not bind to the epitope). (5) The epitope is FVDGVPFVV. The TCR CDR3 sequence is CASSYGPDILETQYF. Result: 1 (the TCR binds to the epitope). (6) The epitope is DATYQRTRALVR. The TCR CDR3 sequence is CASSLRRGPDTGELFF. Result: 0 (the TCR does not bind to the epitope). (7) The epitope is LLQTGIHVRVSQPSL. The TCR CDR3 sequence is CASSPGTSSYNSPLHF. Result: 0 (the TCR does not bind to the epitope). (8) The epitope is IQYIDIGNY. The TCR CDR3 sequence is CASSPVWDSPTGELFF. Result: 1 (the TCR binds to the epitope). (9) The TCR CDR3 sequence is CASGPWTGWDTEAFF. Result: 0 (the TCR does not bind to the epitope). The epitope is LVLSVNPYV. (10) The TCR CDR3 sequence is CASEGGNTIYF. Result: 1 (the TCR binds to the epitope). The epitope is KAFSPEVIPMF.